The task is: Regression. Given a peptide amino acid sequence and an MHC pseudo amino acid sequence, predict their binding affinity value. This is MHC class I binding data.. This data is from Peptide-MHC class I binding affinity with 185,985 pairs from IEDB/IMGT. (1) The peptide sequence is ALTSLGLLYT. The MHC is HLA-A02:01 with pseudo-sequence HLA-A02:01. The binding affinity (normalized) is 0.449. (2) The peptide sequence is EQDGITYYL. The MHC is HLA-A02:16 with pseudo-sequence HLA-A02:16. The binding affinity (normalized) is 0.537. (3) The peptide sequence is SPGDNSAKF. The MHC is HLA-A02:16 with pseudo-sequence HLA-A02:16. The binding affinity (normalized) is 0.0847. (4) The peptide sequence is MVIENGILKK. The binding affinity (normalized) is 0.0464. The MHC is HLA-B35:01 with pseudo-sequence HLA-B35:01. (5) The peptide sequence is KRSTPFYTK. The MHC is HLA-A68:02 with pseudo-sequence HLA-A68:02. The binding affinity (normalized) is 0.0847. (6) The peptide sequence is ALEPGFKDY. The MHC is HLA-A01:01 with pseudo-sequence HLA-A01:01. The binding affinity (normalized) is 0.297.